From a dataset of Tyrosyl-DNA phosphodiesterase HTS with 341,365 compounds. Binary Classification. Given a drug SMILES string, predict its activity (active/inactive) in a high-throughput screening assay against a specified biological target. (1) The compound is Clc1c(ccc(Cl)c1)C(O\N=C(/N)c1cc(ccc1)C)=O. The result is 0 (inactive). (2) The molecule is s1c(cnc1NC(=O)/C=C\c1oc(cc1)C)C. The result is 0 (inactive). (3) The compound is Brc1ccc(C(=O)N2CCN(CC2)CCN\C=C2\C(=O)CC(CC2=O)(C)C)cc1. The result is 0 (inactive). (4) The drug is S(=O)(=O)(NC(=O)C)c1ccc(/N=N\N2CCCCC2)cc1. The result is 0 (inactive). (5) The drug is O1N=C(CC21CC(N(C2)C(=O)C(C)=C)C(=O)N)c1cc(NC(=O)C(C)=C)ccc1. The result is 0 (inactive). (6) The molecule is S(CCOc1c(cccc1)C)c1n(N)c(nn1)c1cccnc1. The result is 0 (inactive). (7) The compound is O=C(NC(c1c2c(ccc1)cccc2)C)c1cc(OC)c(OC)c(OC)c1. The result is 0 (inactive). (8) The drug is S([O-])(=O)(=O)CC(NC(=O)CC[N+](CCCC)(C)C)(C)C. The result is 0 (inactive). (9) The drug is Clc1c(C2C(=C(NC(=C2C(OC)=O)C)C)C(OCC)=O)cccc1Cl. The result is 0 (inactive).